Dataset: HIV replication inhibition screening data with 41,000+ compounds from the AIDS Antiviral Screen. Task: Binary Classification. Given a drug SMILES string, predict its activity (active/inactive) in a high-throughput screening assay against a specified biological target. (1) The compound is CC(C)n1cc(C(C)(C)C)nc1SSc1nc(C(C)(C)C)cn1C(C)C. The result is 0 (inactive). (2) The molecule is CC1(C)[N+]([O-])=[N+]([O-])C1(C)O. The result is 0 (inactive). (3) The compound is CSCCC1OCC2OC(n3ccc(=O)[nH]c3=O)CC2N1O. The result is 0 (inactive). (4) The compound is CN1C(=S)C(c2ccccc2)Sc2ccccc21. The result is 0 (inactive). (5) The molecule is CC(O)CNC(=O)C(C)Oc1ccc(OCC2CCCCC2)cc1. The result is 0 (inactive). (6) The molecule is CC(=O)c1c(O)ccc(O)c1-n1nc(C)c([N+](=O)[O-])c1C. The result is 0 (inactive). (7) The compound is Oc1c(OCc2nnc(CCCCCCCCc3nnc(COc4ccc5ccccc5c4O)o3)o2)ccc2ccccc12. The result is 0 (inactive).